Dataset: NCI-60 drug combinations with 297,098 pairs across 59 cell lines. Task: Regression. Given two drug SMILES strings and cell line genomic features, predict the synergy score measuring deviation from expected non-interaction effect. (1) Drug 1: CC12CCC3C(C1CCC2=O)CC(=C)C4=CC(=O)C=CC34C. Drug 2: CN1C2=C(C=C(C=C2)N(CCCl)CCCl)N=C1CCCC(=O)O.Cl. Cell line: SF-295. Synergy scores: CSS=46.9, Synergy_ZIP=0.0835, Synergy_Bliss=1.39, Synergy_Loewe=-5.78, Synergy_HSA=1.99. (2) Drug 1: C1=NC2=C(N1)C(=S)N=C(N2)N. Drug 2: CC1C(C(CC(O1)OC2CC(CC3=C2C(=C4C(=C3O)C(=O)C5=CC=CC=C5C4=O)O)(C(=O)C)O)N)O. Cell line: A498. Synergy scores: CSS=74.5, Synergy_ZIP=2.15, Synergy_Bliss=5.15, Synergy_Loewe=-15.1, Synergy_HSA=8.73.